Dataset: Forward reaction prediction with 1.9M reactions from USPTO patents (1976-2016). Task: Predict the product of the given reaction. (1) Given the reactants [CH3:1][C:2]1([CH3:13])[O:11][C:10]2[C:5](=[CH:6][N:7]=[CH:8][CH:9]=2)[CH:4]2[O:12][CH:3]12.[Cl:14][C:15]1[CH:20]=[CH:19][C:18]([C:21]2[NH:25][N:24]=[CH:23][CH:22]=2)=[CH:17][CH:16]=1, predict the reaction product. The product is: [Cl:14][C:15]1[CH:16]=[CH:17][C:18]([C:21]2[N:25]([CH:4]3[C:5]4[CH:6]=[N:7][CH:8]=[CH:9][C:10]=4[O:11][C:2]([CH3:13])([CH3:1])[CH:3]3[OH:12])[N:24]=[CH:23][CH:22]=2)=[CH:19][CH:20]=1. (2) Given the reactants [F:1][C:2]([F:34])([F:33])[C:3]1[CH:32]=[CH:31][CH:30]=[CH:29][C:4]=1[O:5][CH:6]1[CH2:11][CH2:10][N:9]([C:12]2[N:17]=[CH:16][C:15]([C:18]3[CH:19]=[N:20][CH:21]=[C:22]([C:24]([O:26]CC)=[O:25])[CH:23]=3)=[CH:14][CH:13]=2)[CH2:8][CH2:7]1.C1COCC1.[OH-].[Na+], predict the reaction product. The product is: [F:34][C:2]([F:1])([F:33])[C:3]1[CH:32]=[CH:31][CH:30]=[CH:29][C:4]=1[O:5][CH:6]1[CH2:7][CH2:8][N:9]([C:12]2[N:17]=[CH:16][C:15]([C:18]3[CH:19]=[N:20][CH:21]=[C:22]([C:24]([OH:26])=[O:25])[CH:23]=3)=[CH:14][CH:13]=2)[CH2:10][CH2:11]1. (3) Given the reactants [C:1]([O:5][C:6](=[O:23])[NH:7][C@@H:8]([CH2:16][C:17]1[CH:22]=[CH:21][CH:20]=[CH:19][CH:18]=1)[CH2:9][NH:10][C:11](=[O:15])[C@@H:12]([CH3:14])[NH2:13])([CH3:4])([CH3:3])[CH3:2].[C:24]([O:28][C:29]([NH:31][C@H:32]([C:43](O)=[O:44])[CH2:33][C:34]1[C:39]([CH3:40])=[CH:38][C:37]([OH:41])=[CH:36][C:35]=1[CH3:42])=[O:30])([CH3:27])([CH3:26])[CH3:25].Cl.CN(C)CCCN=C=NCC.O.ON1C2C=CC=CC=2N=N1.CN1CCOCC1, predict the reaction product. The product is: [C:24]([O:28][C:29]([NH:31][C@H:32]([C:43]([NH:13][C@@H:12]([C:11]([NH:10][CH2:9][C@@H:8]([NH:7][C:6]([O:5][C:1]([CH3:2])([CH3:3])[CH3:4])=[O:23])[CH2:16][C:17]1[CH:18]=[CH:19][CH:20]=[CH:21][CH:22]=1)=[O:15])[CH3:14])=[O:44])[CH2:33][C:34]1[C:35]([CH3:42])=[CH:36][C:37]([OH:41])=[CH:38][C:39]=1[CH3:40])=[O:30])([CH3:26])([CH3:27])[CH3:25]. (4) Given the reactants Br[C:2]1[CH:7]=[CH:6][CH:5]=[C:4]([CH3:8])[N:3]=1.[CH2:9]([C:13]1[S:14][C:15]2[CH:21]=[CH:20][CH:19]=[CH:18][C:16]=2[N:17]=1)[CH2:10][C:11]#[CH:12], predict the reaction product. The product is: [CH3:8][C:4]1[N:3]=[C:2]([C:12]#[C:11][CH2:10][CH2:9][C:13]2[S:14][C:15]3[CH:21]=[CH:20][CH:19]=[CH:18][C:16]=3[N:17]=2)[CH:7]=[CH:6][CH:5]=1. (5) Given the reactants [CH2:1]([O:5][C:6]([C:8]1[N:9]=[C:10](Br)[C:11]2[C:16]([C:17]=1[OH:18])=[CH:15][C:14]([O:19][C:20]1[CH:25]=[CH:24][C:23]([F:26])=[CH:22][CH:21]=1)=[CH:13][CH:12]=2)=[O:7])[CH2:2][CH2:3][CH3:4].[C:28]([Cu])#[N:29], predict the reaction product. The product is: [CH2:1]([O:5][C:6]([C:8]1[N:9]=[C:10]([C:28]#[N:29])[C:11]2[C:16]([C:17]=1[OH:18])=[CH:15][C:14]([O:19][C:20]1[CH:25]=[CH:24][C:23]([F:26])=[CH:22][CH:21]=1)=[CH:13][CH:12]=2)=[O:7])[CH2:2][CH2:3][CH3:4]. (6) Given the reactants C[N:2]([CH:4]=O)C.[C:6]([CH2:9][C@H:10]1[CH2:15][CH2:14][C@H:13]([O:16][C:17]([N:19]2[CH2:28][CH2:27][C:26]3[C:21](=[CH:22][CH:23]=[C:24]([NH:29][C:30]([NH:32][C:33]4[CH:38]=[CH:37][CH:36]=[CH:35][C:34]=4[F:39])=[O:31])[CH:25]=3)[CH2:20]2)=[O:18])[CH2:12][CH2:11]1)(O)=[O:7].CN([P+](O[N:51]1[N:59]=[N:58]C2C=CC=CC1=2)(N(C)C)N(C)C)C.F[P-](F)(F)(F)(F)F.C([N:70](C(C)C)CC)(C)C, predict the reaction product. The product is: [NH:51]1[C:4]([NH:2][C:6]([CH2:9][C@H:10]2[CH2:15][CH2:14][C@H:13]([O:16][C:17]([N:19]3[CH2:28][CH2:27][C:26]4[C:21](=[CH:22][CH:23]=[C:24]([NH:29][C:30]([NH:32][C:33]5[CH:38]=[CH:37][CH:36]=[CH:35][C:34]=5[F:39])=[O:31])[CH:25]=4)[CH2:20]3)=[O:18])[CH2:12][CH2:11]2)=[O:7])=[N:70][N:58]=[N:59]1. (7) Given the reactants C[O:2][C:3](=[O:25])[CH:4]([C:11]1[CH:16]=[CH:15][C:14]([C:17]#[C:18][C:19]2[CH:24]=[CH:23][CH:22]=[CH:21][N:20]=2)=[CH:13][CH:12]=1)[CH2:5][CH:6]1[CH2:10][CH2:9][CH2:8][CH2:7]1.[OH-].[Li+], predict the reaction product. The product is: [CH:6]1([CH2:5][CH:4]([C:11]2[CH:12]=[CH:13][C:14]([C:17]#[C:18][C:19]3[CH:24]=[CH:23][CH:22]=[CH:21][N:20]=3)=[CH:15][CH:16]=2)[C:3]([OH:25])=[O:2])[CH2:10][CH2:9][CH2:8][CH2:7]1. (8) Given the reactants [F:1][C:2]([F:15])([F:14])[O:3][C:4]1[CH:12]=[CH:11][CH:10]=[C:6]([C:7]([OH:9])=[O:8])[C:5]=1[OH:13].[C:16](OC(=O)C)(=[O:18])[CH3:17], predict the reaction product. The product is: [C:16]([O:13][C:5]1[C:4]([O:3][C:2]([F:14])([F:15])[F:1])=[CH:12][CH:11]=[CH:10][C:6]=1[C:7]([OH:9])=[O:8])(=[O:18])[CH3:17]. (9) Given the reactants [Br:1][C:2]1[CH:3]=[C:4]([NH:10][C:11]2[N:16]=[CH:15][C:14]([C:17]([NH:20][C:21](=O)[CH3:22])([CH3:19])[CH3:18])=[CH:13][CH:12]=2)[C:5](=[O:9])[N:6]([CH3:8])[CH:7]=1.Cl.[OH-].[Na+].O, predict the reaction product. The product is: [Br:1][C:2]1[CH:3]=[C:4]([NH:10][C:11]2[CH:12]=[CH:13][C:14]([C:17]([NH:20][CH2:21][CH3:22])([CH3:19])[CH3:18])=[CH:15][N:16]=2)[C:5](=[O:9])[N:6]([CH3:8])[CH:7]=1. (10) Given the reactants [CH3:1][Si](C=[N+]=[N-])(C)C.[C:8]([O:12][C:13]([NH:15][C@@H:16]([C:20]1[CH:25]=[CH:24][C:23]([OH:26])=[CH:22][CH:21]=1)[C:17]([OH:19])=[O:18])=[O:14])([CH3:11])([CH3:10])[CH3:9], predict the reaction product. The product is: [CH3:1][O:18][C:17](=[O:19])[C@@H:16]([NH:15][C:13]([O:12][C:8]([CH3:11])([CH3:9])[CH3:10])=[O:14])[C:20]1[CH:25]=[CH:24][C:23]([OH:26])=[CH:22][CH:21]=1.